From a dataset of Forward reaction prediction with 1.9M reactions from USPTO patents (1976-2016). Predict the product of the given reaction. (1) Given the reactants [ClH:1].CO[C:4](=O)[CH:5]([NH2:11])[CH2:6][CH2:7][CH2:8][C:9]#[CH:10].[N:13]#[C:14][NH2:15], predict the reaction product. The product is: [ClH:1].[CH2:6]([C:5]1[N:11]=[C:14]([NH2:15])[NH:13][CH:4]=1)[CH2:7][CH2:8][C:9]#[CH:10]. (2) Given the reactants O[C:2]1[CH:3]=[C:4]([CH:9]=[CH:10][CH:11]=1)[C:5]([O:7][CH3:8])=[O:6].[CH:12]1[CH:17]=[C:16]2[C:18]([C:20]([OH:24])(O)[C:21](=[O:22])[C:15]2=[CH:14][CH:13]=1)=[O:19].C(O)(=[O:27])C, predict the reaction product. The product is: [OH:27][C:21]12[C:15]3[C:16](=[CH:17][CH:12]=[CH:13][CH:14]=3)[C:18](=[O:19])[C:20]1([OH:24])[C:2]1[CH:3]=[C:4]([C:5]([O:7][CH3:8])=[O:6])[CH:9]=[CH:10][C:11]=1[O:22]2. (3) Given the reactants [Cl:1][C:2]1[CH:7]=[C:6]([NH:8][CH:9]2[CH2:11][CH2:10]2)[N:5]2[N:12]=[CH:13][CH:14]=[C:4]2[N:3]=1.O=P(Cl)(Cl)Cl.CN([CH:23]=[O:24])C, predict the reaction product. The product is: [Cl:1][C:2]1[CH:7]=[C:6]([NH:8][CH:9]2[CH2:11][CH2:10]2)[N:5]2[N:12]=[CH:13][C:14]([CH:23]=[O:24])=[C:4]2[N:3]=1. (4) Given the reactants C1(P(C2CCCCC2)C2CCCCC2)CCCCC1.Cl[C:21]1[CH:22]=[C:23]([P:27](=[O:32])([O:30][CH3:31])[O:28][CH3:29])[CH:24]=[CH:25][CH:26]=1.[B:33]1([B:33]2[O:37][C:36]([CH3:39])([CH3:38])[C:35]([CH3:41])([CH3:40])[O:34]2)[O:37][C:36]([CH3:39])([CH3:38])[C:35]([CH3:41])([CH3:40])[O:34]1.C([O-])(=O)C.[K+].ClP(=O)([O-])[O-], predict the reaction product. The product is: [CH3:40][C:35]1([CH3:41])[C:36]([CH3:39])([CH3:38])[O:37][B:33]([C:21]2[CH:22]=[C:23]([P:27](=[O:32])([O:30][CH3:31])[O:28][CH3:29])[CH:24]=[CH:25][CH:26]=2)[O:34]1. (5) Given the reactants [F:1][C:2]([F:22])([F:21])[C:3]1[N:7]2[CH:8]=[C:9]([C:12]3[CH:20]=[CH:19][C:15]([C:16](O)=[O:17])=[CH:14][CH:13]=3)[CH:10]=[CH:11][C:6]2=[N:5][N:4]=1.Cl.[F:24][C:25]1([F:29])[CH2:28][NH:27][CH2:26]1.C(N(C(C)C)CC)(C)C.CN(C(ON1N=NC2C=CC=NC1=2)=[N+](C)C)C.F[P-](F)(F)(F)(F)F, predict the reaction product. The product is: [F:24][C:25]1([F:29])[CH2:28][N:27]([C:16]([C:15]2[CH:19]=[CH:20][C:12]([C:9]3[CH:10]=[CH:11][C:6]4[N:7]([C:3]([C:2]([F:1])([F:21])[F:22])=[N:4][N:5]=4)[CH:8]=3)=[CH:13][CH:14]=2)=[O:17])[CH2:26]1. (6) The product is: [O:16]1[C:20]2[CH:21]=[CH:22][C:23]([C:25]3([C:28]([NH:11][C:7]4[CH:6]=[C:5]5[C:10](=[CH:9][CH:8]=4)[N:2]([CH3:1])[C:3]([C:12]4([CH3:15])[CH2:13][CH2:14]4)=[CH:4]5)=[O:29])[CH2:26][CH2:27]3)=[CH:24][C:19]=2[O:18][CH2:17]1. Given the reactants [CH3:1][N:2]1[C:10]2[C:5](=[CH:6][C:7]([NH2:11])=[CH:8][CH:9]=2)[CH:4]=[C:3]1[C:12]1([CH3:15])[CH2:14][CH2:13]1.[O:16]1[C:20]2[CH:21]=[CH:22][C:23]([C:25]3([C:28](O)=[O:29])[CH2:27][CH2:26]3)=[CH:24][C:19]=2[O:18][CH2:17]1.C(N(CC)CC)C.F[P-](F)(F)(F)(F)F.C[N+](C)=C(N(C)C)O, predict the reaction product. (7) Given the reactants [Cl:1][C:2]1[CH:10]=[CH:9][C:5]([C:6](Cl)=[O:7])=[CH:4][CH:3]=1.[OH:11][C:12]1[CH:13]=[C:14]([CH:19]=[CH:20][C:21]=1[CH3:22])[C:15]([NH:17][NH2:18])=[O:16].C(N(CC)CC)C, predict the reaction product. The product is: [Cl:1][C:2]1[CH:10]=[CH:9][C:5]([C:6]([NH:18][NH:17][C:15](=[O:16])[C:14]2[CH:19]=[CH:20][C:21]([CH3:22])=[C:12]([OH:11])[CH:13]=2)=[O:7])=[CH:4][CH:3]=1.